Task: Predict the reactants needed to synthesize the given product.. Dataset: Full USPTO retrosynthesis dataset with 1.9M reactions from patents (1976-2016) (1) Given the product [CH3:1][C:2]([CH3:13])([CH2:5][CH:6]1[CH2:11][CH2:10][CH2:9][CH:8]([CH3:12])[CH2:7]1)[CH2:3][OH:4], predict the reactants needed to synthesize it. The reactants are: [CH3:1][C:2]([CH3:13])([CH2:5][C:6]1[CH:11]=[CH:10][CH:9]=[C:8]([CH3:12])[CH:7]=1)[CH2:3][OH:4]. (2) Given the product [C:14]1([C:21]2[CH:22]=[CH:23][CH:24]=[CH:25][CH:26]=2)[CH:19]=[CH:18][CH:17]=[C:16]([NH:20][C:11](=[O:13])[CH2:10][CH2:9][CH2:8][CH2:7][CH2:6][CH:2]2[O:1][CH2:5][CH2:4][O:3]2)[CH:15]=1, predict the reactants needed to synthesize it. The reactants are: [O:1]1[CH2:5][CH2:4][O:3][CH:2]1[CH2:6][CH2:7][CH2:8][CH2:9][CH2:10][C:11]([OH:13])=O.[C:14]1([C:21]2[CH:26]=[CH:25][CH:24]=[CH:23][CH:22]=2)[CH:19]=[CH:18][CH:17]=[C:16]([NH2:20])[CH:15]=1.NC1C=CC=CC=1. (3) Given the product [F:9][C:8]([F:11])([F:10])[C:7]([NH:6][CH2:5][C:4]1[CH:13]=[CH:14][CH:15]=[C:2]([C:26]2[CH:31]=[CH:30][N:29]=[CH:28][CH:27]=2)[C:3]=1[F:16])=[O:12], predict the reactants needed to synthesize it. The reactants are: Br[C:2]1[C:3]([F:16])=[C:4]([CH:13]=[CH:14][CH:15]=1)[CH2:5][NH:6][C:7](=[O:12])[C:8]([F:11])([F:10])[F:9].FC1C([C:26]2[CH:31]=[CH:30][N:29]=[CH:28][CH:27]=2)=CC=CC=1CN.FC(F)(F)C(OC(=O)C(F)(F)F)=O. (4) Given the product [C:1]([O:5][C:6](=[O:7])[N:8]([CH2:22][C:23]1[CH:28]=[CH:27][C:26]([O:29][CH3:30])=[CH:25][CH:24]=1)[C:9]1[S:10][CH:11]=[C:12]([C:39]2[CH:44]=[CH:43][C:42]([F:45])=[C:41]([F:46])[C:40]=2[F:47])[N:13]=1)([CH3:4])([CH3:3])[CH3:2], predict the reactants needed to synthesize it. The reactants are: [C:1]([O:5][C:6]([N:8]([CH2:22][C:23]1[CH:28]=[CH:27][C:26]([O:29][CH3:30])=[CH:25][CH:24]=1)[C:9]1[S:10][CH:11]=[C:12](OS(C(F)(F)F)(=O)=O)[N:13]=1)=[O:7])([CH3:4])([CH3:3])[CH3:2].CC1(C)C(C)(C)OB([C:39]2[CH:44]=[CH:43][C:42]([F:45])=[C:41]([F:46])[C:40]=2[F:47])O1.C(=O)([O-])[O-].[Cs+].[Cs+]. (5) Given the product [F:1][C:2]1[CH:3]=[CH:4][C:5]([C:8]2([C:15]#[N:16])[CH2:9][CH2:10][C:11]3([O:24][CH2:28][CH2:34][O:14]3)[CH2:12][CH2:13]2)=[CH:6][CH:7]=1, predict the reactants needed to synthesize it. The reactants are: [F:1][C:2]1[CH:7]=[CH:6][C:5]([C:8]2([C:15]#[N:16])[CH2:13][CH2:12][C:11](=[O:14])[CH2:10][CH2:9]2)=[CH:4][CH:3]=1.C1(C)C=CC(S(O)(=O)=[O:24])=CC=1.[C:28]1([CH3:34])C=CC=CC=1. (6) Given the product [Cl:1][C:2]1[CH:7]=[CH:6][CH:5]=[CH:4][C:3]=1[C:8]1[C:14]2[CH:15]=[C:16]([F:22])[C:17]([O:19][CH2:20][CH3:21])=[CH:18][C:13]=2[N:12]=[C:11]2[NH:33][NH:28][C:26]([CH3:27])=[C:10]2[N:9]=1, predict the reactants needed to synthesize it. The reactants are: [Cl:1][C:2]1[CH:7]=[CH:6][CH:5]=[CH:4][C:3]=1[C:8]1[C:14]2[CH:15]=[C:16]([F:22])[C:17]([O:19][CH2:20][CH3:21])=[CH:18][C:13]=2[NH:12][C:11](=S)[CH2:10][N:9]=1.CO[C:26](OC)([N:28](C)C)[CH3:27].[NH2:33]N.